From a dataset of Catalyst prediction with 721,799 reactions and 888 catalyst types from USPTO. Predict which catalyst facilitates the given reaction. (1) Reactant: C(O[C:5](=[O:7])[CH3:6])(=O)C.[NH2:8][C:9]1[CH:10]=[CH:11][C:12]([Cl:17])=[C:13]([CH:16]=1)[C:14]#[N:15].C1(C)C=CC=CC=1.O. Product: [Cl:17][C:12]1[CH:11]=[CH:10][C:9]([NH:8][C:5](=[O:7])[CH3:6])=[CH:16][C:13]=1[C:14]#[N:15]. The catalyst class is: 25. (2) Reactant: [I:1][C:2]1[C:3]([O:7][CH3:8])=[N:4][NH:5][CH:6]=1.CC1C=CC(S(O[CH:20]2[CH2:29][CH2:28][C:23]3([O:27][CH2:26][CH2:25][O:24]3)[CH2:22][CH2:21]2)(=O)=O)=CC=1.C([O-])([O-])=O.[Cs+].[Cs+].N1C=CC=N1. Product: [O:24]1[C:23]2([CH2:28][CH2:29][CH:20]([N:5]3[CH:6]=[C:2]([I:1])[C:3]([O:7][CH3:8])=[N:4]3)[CH2:21][CH2:22]2)[O:27][CH2:26][CH2:25]1. The catalyst class is: 3.